The task is: Regression. Given a peptide amino acid sequence and an MHC pseudo amino acid sequence, predict their binding affinity value. This is MHC class I binding data.. This data is from Peptide-MHC class I binding affinity with 185,985 pairs from IEDB/IMGT. (1) The peptide sequence is KASTISWMM. The MHC is HLA-A02:01 with pseudo-sequence HLA-A02:01. The binding affinity (normalized) is 0.330. (2) The peptide sequence is LPFDRTTVM. The MHC is HLA-B51:01 with pseudo-sequence HLA-B51:01. The binding affinity (normalized) is 0.597.